From a dataset of Forward reaction prediction with 1.9M reactions from USPTO patents (1976-2016). Predict the product of the given reaction. (1) The product is: [F:1][C:2]1[CH:3]=[CH:4][C:5]([C:8]2[C:12]([C:13]3[CH:18]=[CH:17][N:16]=[C:15]([C:19]([NH:24][CH3:23])=[O:21])[CH:14]=3)=[CH:11][NH:10][N:9]=2)=[CH:6][CH:7]=1. Given the reactants [F:1][C:2]1[CH:7]=[CH:6][C:5]([C:8]2[C:12]([C:13]3[CH:18]=[CH:17][N:16]=[C:15]([C:19]([O:21]C)=O)[CH:14]=3)=[CH:11][NH:10][N:9]=2)=[CH:4][CH:3]=1.[CH3:23][NH2:24], predict the reaction product. (2) The product is: [PH3:60]=[O:59].[OH:8][C:9]1[CH:18]=[CH:17][C:16]2[C:11](=[CH:12][CH:13]=[CH:14][CH:15]=2)[C:10]=1[C:19]([OH:21])=[O:20]. Given the reactants C(N(CC)CC)C.[OH:8][C:9]1[CH:18]=[CH:17][C:16]2[C:11](=[CH:12][CH:13]=[CH:14][CH:15]=2)[C:10]=1[C:19]([OH:21])=[O:20].CC([Si](Cl)(C)C)(C)C.[Cl-].[NH4+].S(Cl)(Cl)=O.O(C1C=CC2C(=CC=CC=2)C=1C(O)=O)[Si](C(C)(C)C)(C)C.C([O:59][P:60](C1C=CC=CC=1)C1C=CC=CC=1)C.[F-].C([N+](CCCC)(CCCC)CCCC)CCC, predict the reaction product. (3) The product is: [OH:1][C:2]([CH3:35])([CH3:34])[CH2:3][C@@:4]1([C:28]2[CH:33]=[CH:32][CH:31]=[CH:30][CH:29]=2)[O:9][C:8](=[O:10])[N:7]([CH:11]([C:13]2[CH:14]=[CH:15][C:16]([C:37]3[CH:42]=[CH:41][N:40]([CH2:43][C:44]([O:47][CH3:48])([CH3:46])[CH3:45])[C:39](=[O:49])[CH:38]=3)=[CH:17][CH:18]=2)[CH3:12])[CH2:6][CH2:5]1. Given the reactants [OH:1][C:2]([CH3:35])([CH3:34])[CH2:3][C@@:4]1([C:28]2[CH:33]=[CH:32][CH:31]=[CH:30][CH:29]=2)[O:9][C:8](=[O:10])[N:7]([C@H:11]([C:13]2[CH:18]=[CH:17][C:16](B3OC(C)(C)C(C)(C)O3)=[CH:15][CH:14]=2)[CH3:12])[CH2:6][CH2:5]1.Br[C:37]1[CH:42]=[CH:41][N:40]([CH2:43][C:44]([O:47][CH3:48])([CH3:46])[CH3:45])[C:39](=[O:49])[CH:38]=1, predict the reaction product. (4) Given the reactants Br[C:2]1[S:6][C:5]([C:7]([O:9][CH3:10])=[O:8])=[C:4]([CH:11]=[O:12])[CH:3]=1.[CH3:13][O:14][C@H:15]1[C@@H:20]([NH:21][C:22](=[O:31])[O:23][CH2:24][C:25]2[CH:30]=[CH:29][CH:28]=[CH:27][CH:26]=2)[CH2:19][CH2:18][NH:17][CH2:16]1.C1C=CC(P(C2C(C3C(P(C4C=CC=CC=4)C4C=CC=CC=4)=CC=C4C=3C=CC=C4)=C3C(C=CC=C3)=CC=2)C2C=CC=CC=2)=CC=1.C(=O)([O-])[O-].[Cs+].[Cs+], predict the reaction product. The product is: [CH2:24]([O:23][C:22]([NH:21][C@H:20]1[CH2:19][CH2:18][N:17]([C:2]2[S:6][C:5]([C:7]([O:9][CH3:10])=[O:8])=[C:4]([CH:11]=[O:12])[CH:3]=2)[CH2:16][C@H:15]1[O:14][CH3:13])=[O:31])[C:25]1[CH:26]=[CH:27][CH:28]=[CH:29][CH:30]=1. (5) The product is: [C:1]([O:5][C:6](=[O:42])[NH:7][C@@H:8]([CH2:36][C:37]1[S:38][CH:39]=[CH:40][CH:41]=1)[C:9]([N:11]1[CH2:12][CH2:13][C:14]([CH2:17][C:18]2[CH:19]=[CH:20][C:21]([NH2:24])=[CH:22][CH:23]=2)([C:27](=[O:35])[NH:28][CH:29]2[CH2:34][CH2:33][CH2:32][CH2:31][CH2:30]2)[CH2:15][CH2:16]1)=[O:10])([CH3:4])([CH3:2])[CH3:3]. Given the reactants [C:1]([O:5][C:6](=[O:42])[NH:7][CH:8]([CH2:36][C:37]1[S:38][CH:39]=[CH:40][CH:41]=1)[C:9]([N:11]1[CH2:16][CH2:15][C:14]([C:27](=[O:35])[NH:28][CH:29]2[CH2:34][CH2:33][CH2:32][CH2:31][CH2:30]2)([CH2:17][C:18]2[CH:23]=[CH:22][C:21]([N+:24]([O-])=O)=[CH:20][CH:19]=2)[CH2:13][CH2:12]1)=[O:10])([CH3:4])([CH3:3])[CH3:2].C(O)C.[H][H], predict the reaction product. (6) Given the reactants C(C1C=C(C)C=C(C(C)(C)C)C=1O)(C)(C)C.CN(CCCN1CN(CCCN(C)C)CN(CCCN(C)C)C1)C.[CH3:41][S:42][C:43]1[CH:44]=[C:45]([N:49]=[C:50]=[O:51])[CH:46]=[CH:47][CH:48]=1.[C:52]([O:56][CH2:57][CH:58]([OH:61])[CH2:59][CH3:60])(=[O:55])[CH:53]=[CH2:54].[N-]=C=O, predict the reaction product. The product is: [C:52]([O:56][CH2:57][CH:58]([O:61][C:50](=[O:51])[NH:49][C:45]1[CH:46]=[CH:47][CH:48]=[C:43]([S:42][CH3:41])[CH:44]=1)[CH2:59][CH3:60])(=[O:55])[CH:53]=[CH2:54].